This data is from Full USPTO retrosynthesis dataset with 1.9M reactions from patents (1976-2016). The task is: Predict the reactants needed to synthesize the given product. (1) The reactants are: C([O:8][N:9]1[C:14]2[N:15]=[CH:16][N:17]=[C:18]([CH3:19])[C:13]=2[C:12]([NH:20][CH2:21][C:22]2[CH:23]=[N:24][CH:25]=[CH:26][C:27]=2[CH3:28])=[CH:11][C:10]1=[O:29])C1C=CC=CC=1.CO.[H][H]. Given the product [OH:8][N:9]1[C:14]2[N:15]=[CH:16][N:17]=[C:18]([CH3:19])[C:13]=2[C:12]([NH:20][CH2:21][C:22]2[CH:23]=[N:24][CH:25]=[CH:26][C:27]=2[CH3:28])=[CH:11][C:10]1=[O:29], predict the reactants needed to synthesize it. (2) Given the product [CH3:35][C:24]1([CH3:36])[CH2:23][C:22]([C:11]2[C:12]3[C:13](=[N:14][CH:15]=[C:16]([N+:19]([O-:21])=[O:20])[C:17]=3[CH3:18])[N:9]([CH3:8])[CH:10]=2)=[CH:27][CH2:26][NH:25]1, predict the reactants needed to synthesize it. The reactants are: Cl.O1CCOCC1.[CH3:8][N:9]1[C:13]2=[N:14][CH:15]=[C:16]([N+:19]([O-:21])=[O:20])[C:17]([CH3:18])=[C:12]2[C:11]([C:22]2[CH2:23][C:24]([CH3:36])([CH3:35])[N:25](C(OC(C)(C)C)=O)[CH2:26][CH:27]=2)=[CH:10]1. (3) Given the product [C:2]([C:6]1[CH:10]=[C:9]([NH:11][C:31](=[O:32])[C:30]2[CH:34]=[C:26]([Cl:25])[CH:27]=[CH:28][C:29]=2[O:35][CH3:36])[N:8]([CH2:12][C@H:13]2[CH2:17][CH2:16][CH2:15][O:14]2)[N:7]=1)([CH3:5])([CH3:3])[CH3:4], predict the reactants needed to synthesize it. The reactants are: Cl.[C:2]([C:6]1[CH:10]=[C:9]([NH2:11])[N:8]([CH2:12][C@H:13]2[CH2:17][CH2:16][CH2:15][O:14]2)[N:7]=1)([CH3:5])([CH3:4])[CH3:3].C(N(CC)CC)C.[Cl:25][C:26]1[CH:27]=[CH:28][C:29]([O:35][CH3:36])=[C:30]([CH:34]=1)[C:31](Cl)=[O:32].O. (4) Given the product [C:27]([C:41]1[CH:40]=[C:39]([N:38]2[CH2:69][CH2:70][CH2:71][C:66]2=[O:65])[C:74]([O:75][CH3:76])=[C:43]([NH:44][C:18]([C:3]2[N:2]([CH3:1])[C:10]3[C:5]([CH:4]=2)=[CH:6][CH:7]=[CH:8][C:9]=3[O:11][C:12]2[CH:13]=[CH:14][N:15]=[CH:16][CH:17]=2)=[O:20])[CH:42]=1)([CH3:29])([CH3:54])[CH3:28], predict the reactants needed to synthesize it. The reactants are: [CH3:1][N:2]1[C:10]2[C:5](=[CH:6][CH:7]=[CH:8][C:9]=2[O:11][C:12]2[CH:17]=[CH:16][N:15]=[CH:14][CH:13]=2)[CH:4]=[C:3]1[C:18]([OH:20])=O.CCN([CH:27]([CH3:29])[CH3:28])C(C)C.CN(C(O[N:38]1N=N[C:40]2[CH:41]=[CH:42][CH:43]=[N:44][C:39]1=2)=[N+](C)C)C.F[P-](F)(F)(F)(F)F.[CH:54]1C=NC2N(O)N=NC=2C=1.C[O:65][C:66]1[CH:71]=[CH:70][C:69](N)=CC=1.C[CH2:74][O:75][C:76](C)=O. (5) Given the product [F:11][C:9]([F:10])([F:12])[C:7]1[CH:6]=[C:5]([C@H:13]([O:15][C@@H:16]2[C@@H:21]([C:22]3[CH:23]=[CH:24][CH:25]=[CH:26][CH:27]=3)[C@H:20]([CH2:28][N:35]3[CH2:36][CH2:37][NH:32][C:33](=[O:38])[CH2:34]3)[CH2:19][CH2:18][O:17]2)[CH3:14])[CH:4]=[C:3]([C:2]([F:31])([F:30])[F:1])[CH:8]=1, predict the reactants needed to synthesize it. The reactants are: [F:1][C:2]([F:31])([F:30])[C:3]1[CH:4]=[C:5]([C@H:13]([O:15][C@@H:16]2[C@@H:21]([C:22]3[CH:27]=[CH:26][CH:25]=[CH:24][CH:23]=3)[C@H:20]([CH:28]=O)[CH2:19][CH2:18][O:17]2)[CH3:14])[CH:6]=[C:7]([C:9]([F:12])([F:11])[F:10])[CH:8]=1.[NH:32]1[CH2:37][CH2:36][NH:35][CH2:34][C:33]1=[O:38]. (6) Given the product [CH2:26]([N:10]1[C:9]2[N:8]=[C:7]([CH2:6][C:5]3[CH:4]=[CH:3][C:2]([NH:1][S:39]([C:37]4[CH:38]=[C:33]([F:32])[CH:34]=[CH:35][C:36]=4[CH3:43])(=[O:40])=[O:41])=[CH:31][CH:30]=3)[NH:15][C:14]=2[C:13](=[O:16])[N:12]([CH2:17][C:18]2[CH:23]=[CH:22][CH:21]=[CH:20][C:19]=2[F:24])[C:11]1=[O:25])[CH2:27][CH2:28][CH3:29], predict the reactants needed to synthesize it. The reactants are: [NH2:1][C:2]1[CH:31]=[CH:30][C:5]([CH2:6][C:7]2[NH:15][C:14]3[C:13](=[O:16])[N:12]([CH2:17][C:18]4[CH:23]=[CH:22][CH:21]=[CH:20][C:19]=4[F:24])[C:11](=[O:25])[N:10]([CH2:26][CH2:27][CH2:28][CH3:29])[C:9]=3[N:8]=2)=[CH:4][CH:3]=1.[F:32][C:33]1[CH:34]=[CH:35][C:36]([CH3:43])=[C:37]([S:39](Cl)(=[O:41])=[O:40])[CH:38]=1. (7) Given the product [CH2:28]([O:27][C:25]1[S:26][C:22]([C:20]2[S:21][C:14]3[C:15](=[N:16][CH:17]=[CH:18][C:13]=3[NH:11][C:7]3[CH:8]=[C:9]4[C:4](=[CH:5][CH:6]=3)[NH:3][C:2]([CH3:1])=[CH:10]4)[CH:19]=2)=[CH:23][N:24]=1)[CH3:29], predict the reactants needed to synthesize it. The reactants are: [CH3:1][C:2]1[NH:3][C:4]2[C:9]([CH:10]=1)=[CH:8][C:7]([NH2:11])=[CH:6][CH:5]=2.Cl[C:13]1[CH:18]=[CH:17][N:16]=[C:15]2[CH:19]=[C:20]([C:22]3[S:26][C:25]([O:27][CH2:28][CH3:29])=[N:24][CH:23]=3)[S:21][C:14]=12.